From a dataset of Full USPTO retrosynthesis dataset with 1.9M reactions from patents (1976-2016). Predict the reactants needed to synthesize the given product. (1) Given the product [O:1]1[CH:5]=[CH:4][CH:3]=[C:2]1[C:6]1[O:7][C:8]([CH3:21])=[C:9]([CH2:11][O:12][C:13]2[N:14]=[CH:15][C:16]([CH2:17][OH:18])=[CH:19][CH:20]=2)[N:10]=1, predict the reactants needed to synthesize it. The reactants are: [O:1]1[CH:5]=[CH:4][CH:3]=[C:2]1[C:6]1[O:7][C:8]([CH3:21])=[C:9]([CH2:11][O:12][C:13]2[CH:20]=[CH:19][C:16]([CH:17]=[O:18])=[CH:15][N:14]=2)[N:10]=1.O1CCCC1.C(O)C.[BH4-].[Na+]. (2) The reactants are: [Br:1][C:2]1[CH:3]=[C:4]2[C:9](=[CH:10][CH:11]=1)[C:8](=[O:12])[NH:7][C:6](=[O:13])/[C:5]/2=[CH:14]/OC.[NH2:17][CH2:18][C:19]1[CH:20]=[CH:21][C:22]([O:26][CH2:27][CH2:28][O:29][CH3:30])=[C:23]([OH:25])[CH:24]=1.[CH2:31](N(CC)CC)C. Given the product [Br:1][C:2]1[CH:3]=[C:4]2[C:9](=[CH:10][CH:11]=1)[C:8](=[O:12])[NH:7][C:6](=[O:13])/[C:5]/2=[CH:14]\[NH:17][CH2:18][C:19]1[CH:20]=[CH:21][C:22]([O:26][CH2:27][CH2:28][O:29][CH2:30][CH3:31])=[C:23]([OH:25])[CH:24]=1, predict the reactants needed to synthesize it. (3) Given the product [Cl:1][C:2]1[CH:3]=[CH:4][C:5]2[N:11]3[C:12]([C:15]([F:18])([F:17])[F:16])=[N:13][N:14]=[C:10]3[C@@H:9]([CH2:19][C:20]([NH:22][CH2:23][C:24]([OH:26])=[O:25])=[O:21])[S:8][C@H:7]([C:31]3[CH:36]=[CH:35][CH:34]=[C:33]([O:37][CH3:38])[C:32]=3[O:39][CH3:40])[C:6]=2[CH:41]=1, predict the reactants needed to synthesize it. The reactants are: [Cl:1][C:2]1[CH:3]=[CH:4][C:5]2[N:11]3[C:12]([C:15]([F:18])([F:17])[F:16])=[N:13][N:14]=[C:10]3[C@@H:9]([CH2:19][C:20]([NH:22][CH2:23][C:24]([O:26]C(C)(C)C)=[O:25])=[O:21])[S:8][C@H:7]([C:31]3[CH:36]=[CH:35][CH:34]=[C:33]([O:37][CH3:38])[C:32]=3[O:39][CH3:40])[C:6]=2[CH:41]=1.FC(F)(F)C(O)=O.CCCCCC. (4) The reactants are: [CH2:1]([O:4][CH2:5][C:6]12[CH2:27][N:10]3C(C4C=CC=CC=4)[N:12](C(C4C=CC=CC=4)[N:8](C3C3C=CC=CC=3)[CH2:7]1)[CH2:13]2)[CH:2]=[CH2:3].[ClH:34]. Given the product [ClH:34].[ClH:34].[ClH:34].[NH2:12][CH2:13][C:6]([CH2:27][NH2:10])([CH2:5][O:4][CH2:1][CH:2]=[CH2:3])[CH2:7][NH2:8], predict the reactants needed to synthesize it. (5) Given the product [CH3:13][O:12][C:9]([CH3:11])([CH3:10])[C:8]#[C:7][C:5]1[S:4][C:3]([C:14]([O:16][CH3:17])=[O:15])=[C:2]([NH:18][CH2:19][C:20]([N:22]2[CH2:27][CH2:26][O:25][CH2:24][CH2:23]2)=[O:21])[CH:6]=1, predict the reactants needed to synthesize it. The reactants are: Br[C:2]1[CH:6]=[C:5]([C:7]#[C:8][C:9]([O:12][CH3:13])([CH3:11])[CH3:10])[S:4][C:3]=1[C:14]([O:16][CH3:17])=[O:15].[NH2:18][CH2:19][C:20]([N:22]1[CH2:27][CH2:26][O:25][CH2:24][CH2:23]1)=[O:21].Cl.C([O-])([O-])=O.[Cs+].[Cs+].C1C=CC(P(C2C(C3C(P(C4C=CC=CC=4)C4C=CC=CC=4)=CC=C4C=3C=CC=C4)=C3C(C=CC=C3)=CC=2)C2C=CC=CC=2)=CC=1. (6) Given the product [OH:8][C:9]1[CH:10]=[CH:11][C:12]([CH2:13][N:14]2[CH2:18][CH2:17][N:16]([CH:19]([CH:25]([CH3:27])[CH3:26])[C:20]([O:22][CH2:23][CH3:24])=[O:21])[C:15]2=[O:28])=[CH:29][CH:30]=1, predict the reactants needed to synthesize it. The reactants are: C([O:8][C:9]1[CH:30]=[CH:29][C:12]([CH2:13][N:14]2[CH2:18][CH2:17][N:16]([CH:19]([CH:25]([CH3:27])[CH3:26])[C:20]([O:22][CH2:23][CH3:24])=[O:21])[C:15]2=[O:28])=[CH:11][CH:10]=1)C1C=CC=CC=1.[H][H].